This data is from Catalyst prediction with 721,799 reactions and 888 catalyst types from USPTO. The task is: Predict which catalyst facilitates the given reaction. (1) Reactant: [CH3:1][O:2][C:3]1[C:4]([S:15]([C:18]2[CH:19]=[CH:20][C:21]([CH2:24][OH:25])=[N:22][CH:23]=2)(=[O:17])=[O:16])=[CH:5][C:6]2[CH2:12][CH2:11][N:10]([CH3:13])[CH2:9][CH2:8][C:7]=2[CH:14]=1.[Cl:26][C:27]1[CH:32]=[CH:31][C:30](O)=[CH:29][CH:28]=1.C1(P(C2C=CC=CC=2)C2C=CC=CC=2)C=CC=CC=1.N(C([O-])=O)=NC([O-])=O. Product: [Cl:26][C:27]1[CH:32]=[CH:31][C:30]([O:25][CH2:24][C:21]2[N:22]=[CH:23][C:18]([S:15]([C:4]3[C:3]([O:2][CH3:1])=[CH:14][C:7]4[CH2:8][CH2:9][N:10]([CH3:13])[CH2:11][CH2:12][C:6]=4[CH:5]=3)(=[O:17])=[O:16])=[CH:19][CH:20]=2)=[CH:29][CH:28]=1. The catalyst class is: 20. (2) Reactant: C1(C)C=CC=CC=1P(C1C=CC=CC=1C)C1C=CC=CC=1C.C([O-])(=O)C.[Na+].[Cl:28][C:29]1[C:34]([C:35]2[CH:40]=[CH:39][CH:38]=[C:37]([NH:41][C:42]3[C:47](I)=[CH:46][N:45]=[CH:44][N:43]=3)[CH:36]=2)=[CH:33][C:32]([C:49]([NH:51][C:52]2[CH:57]=[CH:56][CH:55]=[C:54]([C:58]([F:61])([F:60])[F:59])[CH:53]=2)=[O:50])=[CH:31][CH:30]=1. Product: [Cl:28][C:29]1[CH:30]=[CH:31][C:32]([C:49]([NH:51][C:52]2[CH:57]=[CH:56][CH:55]=[C:54]([C:58]([F:61])([F:60])[F:59])[CH:53]=2)=[O:50])=[CH:33][C:34]=1[C:35]1[CH:36]=[C:37]2[C:38]([C:47]3[CH:46]=[N:45][CH:44]=[N:43][C:42]=3[NH:41]2)=[CH:39][CH:40]=1. The catalyst class is: 274. (3) The catalyst class is: 17. Reactant: [CH3:1][C:2]1([CH3:9])[O:6][CH:5]([CH2:7][OH:8])[CH2:4][O:3]1.[S:10](Cl)([C:13]1[CH:19]=[CH:18][C:16]([CH3:17])=[CH:15][CH:14]=1)(=[O:12])=[O:11]. Product: [CH3:1][C:2]1([CH3:9])[O:6][CH:5]([CH2:7][O:8][S:10]([C:13]2[CH:19]=[CH:18][C:16]([CH3:17])=[CH:15][CH:14]=2)(=[O:12])=[O:11])[CH2:4][O:3]1. (4) Reactant: [CH2:1]([C@H:8]1[CH2:12][O:11][C:10](=[O:13])[N:9]1[C:14](=[O:38])[C@H:15]([CH2:20][C:21]1[C:25]([CH:26]2[CH2:28][CH2:27]2)=[C:24]([CH:29]2[CH2:32][CH:31]([CH2:33][C:34]([CH3:37])([CH3:36])[CH3:35])[CH2:30]2)[O:23][N:22]=1)[CH2:16][CH2:17][CH2:18][OH:19])[C:2]1[CH:7]=[CH:6][CH:5]=[CH:4][CH:3]=1.P([O-])([O-])([O-])=[O:40].Cl([O-])=O.[Na+].Cl[O-].[Na+].S([O-])([O-])=O.[Na+].[Na+].S([O-])(O)(=O)=O.[K+]. Product: [CH2:1]([C@H:8]1[CH2:12][O:11][C:10](=[O:13])[N:9]1[C:14](=[O:38])[C@H:15]([CH2:20][C:21]1[C:25]([CH:26]2[CH2:28][CH2:27]2)=[C:24]([CH:29]2[CH2:32][CH:31]([CH2:33][C:34]([CH3:35])([CH3:37])[CH3:36])[CH2:30]2)[O:23][N:22]=1)[CH2:16][CH2:17][C:18]([OH:40])=[O:19])[C:2]1[CH:3]=[CH:4][CH:5]=[CH:6][CH:7]=1. The catalyst class is: 10. (5) Reactant: [NH2:1][C:2]1[CH:3]=[C:4]([CH:10]=[CH:11][C:12]=1[N:13]([CH2:17][CH:18]([CH3:20])[CH3:19])[CH2:14][CH2:15][CH3:16])[C:5]([O:7][CH2:8][CH3:9])=[O:6].C(N(CC)CC)C.[CH3:28][S:29](Cl)(=[O:31])=[O:30]. Product: [CH2:8]([O:7][C:5](=[O:6])[C:4]1[CH:10]=[CH:11][C:12]([N:13]([CH2:17][CH:18]([CH3:20])[CH3:19])[CH2:14][CH2:15][CH3:16])=[C:2]([NH:1][S:29]([CH3:28])(=[O:31])=[O:30])[CH:3]=1)[CH3:9]. The catalyst class is: 2. (6) Reactant: [CH3:1][O:2][C:3](=[O:17])[C@@H:4]1[CH2:8][C@@H:7]([OH:9])[CH2:6][N:5]1[C:10]([O:12][C:13]([CH3:16])([CH3:15])[CH3:14])=[O:11].[CH3:18][C:19]1[CH:24]=[CH:23][C:22]([S:25](Cl)(=[O:27])=[O:26])=[CH:21][CH:20]=1.CN(C=O)C. Product: [CH3:1][O:2][C:3]([CH:4]1[CH2:8][CH:7]([O:9][S:25]([C:22]2[CH:23]=[CH:24][C:19]([CH3:18])=[CH:20][CH:21]=2)(=[O:27])=[O:26])[CH2:6][N:5]1[C:10]([O:12][C:13]([CH3:14])([CH3:16])[CH3:15])=[O:11])=[O:17]. The catalyst class is: 298. (7) Reactant: [C:1]([C:3]1[CH:4]=[CH:5][C:6]2[N:7]([N:9]=[C:10]([C:18]3[CH:23]=[CH:22][C:21]([F:24])=[CH:20][CH:19]=3)[C:11]=2[C:12]2[CH:17]=[CH:16][N:15]=[CH:14][CH:13]=2)[CH:8]=1)#[N:2].Cl.[OH-:26].[Na+]. Product: [F:24][C:21]1[CH:22]=[CH:23][C:18]([C:10]2[C:11]([C:12]3[CH:13]=[CH:14][N:15]=[CH:16][CH:17]=3)=[C:6]3[CH:5]=[CH:4][C:3]([C:1]([NH2:2])=[O:26])=[CH:8][N:7]3[N:9]=2)=[CH:19][CH:20]=1. The catalyst class is: 28. (8) Reactant: [CH3:1][C:2]1[CH:17]=[C:5]2[N:6]=[C:7]([NH2:16])[CH:8]=[C:9]([C:10]3[CH:15]=[CH:14][CH:13]=[CH:12][CH:11]=3)[N:4]2[N:3]=1.Cl[C:19]([C:21]1[CH:26]=[CH:25][C:24]([C:27]([CH3:34])([CH3:33])[CH2:28][C:29]([O:31][CH3:32])=[O:30])=[CH:23][CH:22]=1)=[O:20].C([O-])(O)=O.[Na+]. Product: [CH3:34][C:27]([C:24]1[CH:23]=[CH:22][C:21]([C:19](=[O:20])[NH:16][C:7]2[CH:8]=[C:9]([C:10]3[CH:15]=[CH:14][CH:13]=[CH:12][CH:11]=3)[N:4]3[N:3]=[C:2]([CH3:1])[CH:17]=[C:5]3[N:6]=2)=[CH:26][CH:25]=1)([CH3:33])[CH2:28][C:29]([O:31][CH3:32])=[O:30]. The catalyst class is: 529.